Dataset: Reaction yield outcomes from USPTO patents with 853,638 reactions. Task: Predict the reaction yield, written as a fraction of the theoretical maximum amount of product (1.0 means a 100% yield; for example, 0.34 means a 34% yield). (1) The reactants are [C:1]([C:3]1[CH:15]=[C:14]2[C:6]([C:7]3[C:8](=[O:30])[C:9]4[CH:21]=[CH:20][C:19](OS(C(F)(F)F)(=O)=O)=[CH:18][C:10]=4[C:11]([CH3:17])([CH3:16])[C:12]=3[NH:13]2)=[CH:5][CH:4]=1)#[N:2].[C:31]([O:35][C:36]([N:38]1[CH2:43][CH:42]=[C:41](B2OC(C)(C)C(C)(C)O2)[CH2:40][CH2:39]1)=[O:37])([CH3:34])([CH3:33])[CH3:32].C(=O)([O-])[O-].[Na+].[Na+].COCCOC. The catalyst is Cl[Pd](Cl)([P](C1C=CC=CC=1)(C1C=CC=CC=1)C1C=CC=CC=1)[P](C1C=CC=CC=1)(C1C=CC=CC=1)C1C=CC=CC=1.O. The product is [C:31]([O:35][C:36]([N:38]1[CH2:39][CH:40]=[C:41]([C:19]2[CH:20]=[CH:21][C:9]3[C:8](=[O:30])[C:7]4[C:6]5[C:14](=[CH:15][C:3]([C:1]#[N:2])=[CH:4][CH:5]=5)[NH:13][C:12]=4[C:11]([CH3:17])([CH3:16])[C:10]=3[CH:18]=2)[CH2:42][CH2:43]1)=[O:37])([CH3:34])([CH3:32])[CH3:33]. The yield is 0.900. (2) The yield is 0.911. The catalyst is C(OCC)(=O)C. The product is [ClH:31].[C:1]1([C:7]2[CH:8]=[CH:9][C:10]3[O:16][CH2:15][CH2:14][NH:13][CH2:12][C:11]=3[CH:24]=2)[CH:2]=[CH:3][CH:4]=[CH:5][CH:6]=1. The reactants are [C:1]1([C:7]2[CH:8]=[CH:9][C:10]3[O:16][CH2:15][CH2:14][N:13](C(OC(C)(C)C)=O)[CH2:12][C:11]=3[CH:24]=2)[CH:6]=[CH:5][CH:4]=[CH:3][CH:2]=1.C(OCC)(=O)C.[ClH:31]. (3) The reactants are [CH:1]1([CH2:6][CH2:7][C:8]([N:10]([CH2:24][C:25]2[CH:47]=[CH:46][C:28]([C:29]([NH:31][CH2:32][C:33]3[CH:38]=[CH:37][C:36]([O:39][C:40]4[CH:45]=[CH:44][CH:43]=[CH:42][CH:41]=4)=[CH:35][CH:34]=3)=[O:30])=[CH:27][CH:26]=2)[C:11]2[CH:23]=[CH:22][C:14]3[O:15]C(C)(C)[O:17][C:18](=[O:19])[C:13]=3[CH:12]=2)=[O:9])[CH2:5][CH2:4][CH2:3][CH2:2]1.Cl. The catalyst is CCO. The product is [CH:1]1([CH2:6][CH2:7][C:8]([N:10]([CH2:24][C:25]2[CH:47]=[CH:46][C:28]([C:29]([NH:31][CH2:32][C:33]3[CH:34]=[CH:35][C:36]([O:39][C:40]4[CH:45]=[CH:44][CH:43]=[CH:42][CH:41]=4)=[CH:37][CH:38]=3)=[O:30])=[CH:27][CH:26]=2)[C:11]2[CH:23]=[CH:22][C:14]([OH:15])=[C:13]([CH:12]=2)[C:18]([OH:19])=[O:17])=[O:9])[CH2:5][CH2:4][CH2:3][CH2:2]1. The yield is 0.850. (4) The reactants are [CH:1]1([C:4]2[C:5]([O:12][CH2:13][C:14]3([CH3:18])[CH2:17][O:16][CH2:15]3)=[CH:6][C:7](C#N)=[N:8][CH:9]=2)[CH2:3][CH2:2]1.[OH-].[K+].[CH:21]([OH:23])=[O:22]. The catalyst is C(O)C. The product is [CH:1]1([C:4]2[C:5]([O:12][CH2:13][C:14]3([CH3:18])[CH2:15][O:16][CH2:17]3)=[CH:6][C:7]([C:21]([OH:23])=[O:22])=[N:8][CH:9]=2)[CH2:2][CH2:3]1. The yield is 0.720. (5) The reactants are [CH3:1][C:2]1[N:7]=[C:6]([C:8]2[N:13]=[CH:12][C:11]3[CH:14]=[N:15][NH:16][C:10]=3[CH:9]=2)[CH:5]=[N:4][CH:3]=1.Br[C:18]1[CH:19]=[C:20]([N:26]2[CH2:31][CH2:30][CH2:29][C@H:28]([NH:32][C:33](=[O:39])[O:34][C:35]([CH3:38])([CH3:37])[CH3:36])[CH2:27]2)[C:21](=[O:25])[N:22]([CH3:24])[CH:23]=1.CNCCNC.C(=O)([O-])[O-].[K+].[K+]. The catalyst is O1CCOCC1.[Cu](I)I. The product is [CH3:24][N:22]1[CH:23]=[C:18]([N:16]2[C:10]3[CH:9]=[C:8]([C:6]4[CH:5]=[N:4][CH:3]=[C:2]([CH3:1])[N:7]=4)[N:13]=[CH:12][C:11]=3[CH:14]=[N:15]2)[CH:19]=[C:20]([N:26]2[CH2:31][CH2:30][CH2:29][C@H:28]([NH:32][C:33](=[O:39])[O:34][C:35]([CH3:36])([CH3:38])[CH3:37])[CH2:27]2)[C:21]1=[O:25]. The yield is 0.450. (6) The reactants are [H-].[Na+].[CH:3]([O:5][CH3:6])=[O:4].[F:7][C:8]([F:22])([F:21])[C:9]1[N:14]=[CH:13][C:12]([CH2:15][CH2:16][C:17](OC)=[O:18])=[CH:11][N:10]=1. The catalyst is COCCOC. The product is [OH:18]/[CH:17]=[C:16](/[CH2:15][C:12]1[CH:11]=[N:10][C:9]([C:8]([F:22])([F:21])[F:7])=[N:14][CH:13]=1)\[C:3]([O:5][CH3:6])=[O:4]. The yield is 0.820. (7) The reactants are [CH3:1][C:2]1([CH3:14])[C:6]([CH3:8])([CH3:7])[O:5][B:4]([C:9]2[CH:10]=[N:11][NH:12][CH:13]=2)[O:3]1.C(=O)([O-])[O-].[Cs+].[Cs+].[CH3:21][C:22]1([CH3:25])[CH2:24][O:23]1. The catalyst is CN(C)C=O. The product is [CH3:21][C:22]([OH:23])([CH3:25])[CH2:24][N:12]1[CH:13]=[C:9]([B:4]2[O:5][C:6]([CH3:7])([CH3:8])[C:2]([CH3:14])([CH3:1])[O:3]2)[CH:10]=[N:11]1. The yield is 1.02. (8) The reactants are Cl[C:2]1[S:3][C:4]2[CH:10]=[C:9]([Cl:11])[CH:8]=[CH:7][C:5]=2[N:6]=1.[F:12][C:13]1[CH:19]=[C:18]([I:20])[CH:17]=[CH:16][C:14]=1[NH2:15].Cl. The catalyst is C(O)CCC. The product is [I:20][C:18]1[CH:17]=[CH:16][C:14]([NH:15][C:2]2[S:3][C:4]3[CH:10]=[C:9]([Cl:11])[CH:8]=[CH:7][C:5]=3[N:6]=2)=[C:13]([F:12])[CH:19]=1. The yield is 0.380.